Task: Predict the product of the given reaction.. Dataset: Forward reaction prediction with 1.9M reactions from USPTO patents (1976-2016) (1) The product is: [CH3:1][N:2]1[CH:6]=[C:5]([N+:7]([O-:9])=[O:8])[C:4]([O:10][CH3:20])=[C:3]1[C:11]([O:13][CH2:14][CH3:15])=[O:12]. Given the reactants [CH3:1][N:2]1[CH:6]=[C:5]([N+:7]([O-:9])=[O:8])[C:4]([OH:10])=[C:3]1[C:11]([O:13][CH2:14][CH3:15])=[O:12].S(OC)(O[CH3:20])(=O)=O.C(=O)([O-])[O-].[K+].[K+], predict the reaction product. (2) Given the reactants C[Si]([C:5]#[C:6][C:7]1[S:8][C:9]2[CH:15]=[C:14]([C:16]([O:18][CH2:19][CH3:20])=[O:17])[CH:13]=[CH:12][C:10]=2[N:11]=1)(C)C.C1OCCOCCOCCOCCOCCOC1.[F-].[K+], predict the reaction product. The product is: [C:6]([C:7]1[S:8][C:9]2[CH:15]=[C:14]([C:16]([O:18][CH2:19][CH3:20])=[O:17])[CH:13]=[CH:12][C:10]=2[N:11]=1)#[CH:5]. (3) Given the reactants [NH2:1][C:2]1[N:3]=[CH:4][C:5]2[CH2:11][N:10]([C:12]3[C:13](=[O:19])[NH:14][CH:15]=[CH:16][C:17]=3[CH3:18])[CH2:9][CH2:8][C:6]=2[N:7]=1.I[C:21]1[CH:26]=[CH:25][CH:24]=[C:23]([C:27]([CH3:30])([CH3:29])[CH3:28])[CH:22]=1.CNCCNC.P([O-])([O-])([O-])=O.[K+].[K+].[K+], predict the reaction product. The product is: [NH2:1][C:2]1[N:3]=[CH:4][C:5]2[CH2:11][N:10]([C:12]3[C:13](=[O:19])[N:14]([C:21]4[CH:26]=[CH:25][CH:24]=[C:23]([C:27]([CH3:30])([CH3:29])[CH3:28])[CH:22]=4)[CH:15]=[CH:16][C:17]=3[CH3:18])[CH2:9][CH2:8][C:6]=2[N:7]=1. (4) Given the reactants Br[C:2]1[CH:3]=[C:4]2[C:9](=[CH:10][CH:11]=1)[NH:8][C:7](=[O:12])[N:6]([CH3:13])[C:5]2([CH3:20])[C:14]1[CH:19]=[CH:18][CH:17]=[CH:16][CH:15]=1.C([O-])([O-])=O.[Na+].[Na+].[CH3:27][C:28]1[C:32](B(O)O)=[C:31]([CH3:36])[O:30][N:29]=1, predict the reaction product. The product is: [CH3:27][C:28]1[C:32]([C:2]2[CH:3]=[C:4]3[C:9](=[CH:10][CH:11]=2)[NH:8][C:7](=[O:12])[N:6]([CH3:13])[C:5]3([CH3:20])[C:14]2[CH:19]=[CH:18][CH:17]=[CH:16][CH:15]=2)=[C:31]([CH3:36])[O:30][N:29]=1. (5) Given the reactants [O:1]=[C:2]1[C:10]2[C:5](=[CH:6][CH:7]=[CH:8][CH:9]=2)[C:4](=[O:11])[N:3]1[CH2:12][C:13]1[CH:45]=[CH:44][CH:43]=[CH:42][C:14]=1[CH2:15][O:16][C:17]1[CH:22]=[C:21]([CH3:23])[N:20]([CH2:24][C:25]2[CH:26]=[C:27]([CH:37]=[CH:38][CH:39]=2)[CH2:28][NH:29]C(=O)OC(C)(C)C)[C:19](=[O:40])[C:18]=1[Cl:41].Cl.O1CCOCC1.C(=O)([O-])[O-].[K+].[K+], predict the reaction product. The product is: [NH2:29][CH2:28][C:27]1[CH:26]=[C:25]([CH:39]=[CH:38][CH:37]=1)[CH2:24][N:20]1[C:21]([CH3:23])=[CH:22][C:17]([O:16][CH2:15][C:14]2[CH:42]=[CH:43][CH:44]=[CH:45][C:13]=2[CH2:12][N:3]2[C:2](=[O:1])[C:10]3[C:5](=[CH:6][CH:7]=[CH:8][CH:9]=3)[C:4]2=[O:11])=[C:18]([Cl:41])[C:19]1=[O:40]. (6) Given the reactants [CH3:1][C:2]1([CH3:13])[O:7][B:6]([OH:8])[C:5]2[CH:9]=[CH:10][CH:11]=[CH:12][C:4]=2[CH2:3]1.[N+:14]([O-])([OH:16])=[O:15], predict the reaction product. The product is: [CH3:1][C:2]1([CH3:13])[O:7][B:6]([OH:8])[C:5]2[CH:9]=[C:10]([N+:14]([O-:16])=[O:15])[CH:11]=[CH:12][C:4]=2[CH2:3]1.